This data is from Full USPTO retrosynthesis dataset with 1.9M reactions from patents (1976-2016). The task is: Predict the reactants needed to synthesize the given product. The reactants are: CN(C=O)C.Br[CH2:7][CH2:8][CH2:9][CH2:10][O:11][C:12]1[CH:26]=[CH:25][C:15]([CH2:16][NH:17][CH2:18][CH2:19][N:20]2[CH2:24][CH2:23][CH2:22][CH2:21]2)=[CH:14][CH:13]=1.[NH:27]1[CH2:32][CH2:31][CH2:30][CH2:29][CH2:28]1. Given the product [N:27]1([CH2:7][CH2:8][CH2:9][CH2:10][O:11][C:12]2[CH:26]=[CH:25][C:15]([CH2:16][NH:17][CH2:18][CH2:19][N:20]3[CH2:24][CH2:23][CH2:22][CH2:21]3)=[CH:14][CH:13]=2)[CH2:32][CH2:31][CH2:30][CH2:29][CH2:28]1, predict the reactants needed to synthesize it.